From a dataset of Peptide-MHC class I binding affinity with 185,985 pairs from IEDB/IMGT. Regression. Given a peptide amino acid sequence and an MHC pseudo amino acid sequence, predict their binding affinity value. This is MHC class I binding data. (1) The peptide sequence is YPKVTKYLPL. The MHC is Patr-A0701 with pseudo-sequence Patr-A0701. The binding affinity (normalized) is 0.239. (2) The peptide sequence is KLKKKSAFY. The MHC is HLA-A02:11 with pseudo-sequence HLA-A02:11. The binding affinity (normalized) is 0.0847. (3) The peptide sequence is IRFKDDSSF. The MHC is HLA-A69:01 with pseudo-sequence HLA-A69:01. The binding affinity (normalized) is 0.0847.